Predict the reactants needed to synthesize the given product. From a dataset of Full USPTO retrosynthesis dataset with 1.9M reactions from patents (1976-2016). (1) The reactants are: Br[C:2]1[CH:7]=[CH:6][C:5]([S:8]([N:11]2[CH2:16][CH2:15][N:14]([C:17]3[CH:22]=[CH:21][C:20]([CH3:23])=[CH:19][C:18]=3[CH3:24])[CH2:13][CH2:12]2)(=[O:10])=[O:9])=[CH:4][CH:3]=1.C([O-])(=O)C.[K+].[CH3:30][O:31][C:32]1[CH:37]=[CH:36][N:35]=[C:34]([CH2:38][CH2:39][C:40]2[NH:49][C:43]3=[N:44][CH:45]=[C:46](I)[CH:47]=[C:42]3[N:41]=2)[CH:33]=1.C(=O)([O-])[O-].[K+].[K+].[Cl-].[Li+]. Given the product [CH3:24][C:18]1[CH:19]=[C:20]([CH3:23])[CH:21]=[CH:22][C:17]=1[N:14]1[CH2:15][CH2:16][N:11]([S:8]([C:5]2[CH:6]=[CH:7][C:2]([C:46]3[CH:47]=[C:42]4[N:41]=[C:40]([CH2:39][CH2:38][C:34]5[CH:33]=[C:32]([O:31][CH3:30])[CH:37]=[CH:36][N:35]=5)[NH:49][C:43]4=[N:44][CH:45]=3)=[CH:3][CH:4]=2)(=[O:10])=[O:9])[CH2:12][CH2:13]1, predict the reactants needed to synthesize it. (2) Given the product [OH:11][CH2:10][C:6]1[CH:5]=[C:4]([CH2:3][CH:2]([NH:1][C:16]2[N:21]=[C:20]([NH:22][C:23]3[N:28]([CH3:29])[C:27](=[O:30])[CH:26]=[C:25]([C:31]4[CH:32]=[CH:33][CH:34]=[CH:35][CH:36]=4)[N:24]=3)[CH:19]=[CH:18][N:17]=2)[CH3:12])[CH:9]=[CH:8][CH:7]=1, predict the reactants needed to synthesize it. The reactants are: [NH2:1][CH:2]([CH3:12])[CH2:3][C:4]1[CH:5]=[C:6]([CH2:10][OH:11])[CH:7]=[CH:8][CH:9]=1.CS([C:16]1[N:21]=[C:20]([NH:22][C:23]2[N:28]([CH3:29])[C:27](=[O:30])[CH:26]=[C:25]([C:31]3[CH:36]=[CH:35][CH:34]=[CH:33][CH:32]=3)[N:24]=2)[CH:19]=[CH:18][N:17]=1)=O.CCOC(C)=O.